This data is from Full USPTO retrosynthesis dataset with 1.9M reactions from patents (1976-2016). The task is: Predict the reactants needed to synthesize the given product. (1) Given the product [CH3:3][N:2]([CH2:4][CH2:5][N:6]1[C:20](=[O:21])[C:15]2=[CH:16][C:17]([NH2:19])=[CH:18][C:13]3[C:14]2=[C:9]([CH:10]=[CH:11][CH:12]=3)[C:7]1=[O:8])[CH3:1].[CH2:25]([C:26]([OH:28])=[O:27])[C@H:23]([OH:24])[C:22]([OH:30])=[O:29], predict the reactants needed to synthesize it. The reactants are: [CH3:1][N:2]([CH2:4][CH2:5][N:6]1[C:20](=[O:21])[C:15]2=[CH:16][C:17]([NH2:19])=[CH:18][C:13]3[C:14]2=[C:9]([CH:10]=[CH:11][CH:12]=3)[C:7]1=[O:8])[CH3:3].[C:22]([O-:30])(=[O:29])[C@H:23]([CH2:25][C:26]([O-:28])=[O:27])[OH:24]. (2) Given the product [OH:16][C@@:15]([C@@H:17]1[CH2:22][CH2:21][CH2:20][N:19]([C:23]([O:25][C:26]([CH3:29])([CH3:28])[CH3:27])=[O:24])[CH2:18]1)([C:14]1[C:8]2[O:7][C:1]3([CH2:2][CH2:3][CH2:4][CH2:5][CH2:6]3)[O:10][C:9]=2[CH:11]=[CH:12][CH:13]=1)[CH2:4][CH2:3][CH2:2][CH2:1][O:7][CH3:8], predict the reactants needed to synthesize it. The reactants are: [C:1]12([O:10][C:9]3[CH:11]=[CH:12][CH:13]=[C:14]([C:15]([C@@H:17]4[CH2:22][CH2:21][CH2:20][N:19]([C:23]([O:25][C:26]([CH3:29])([CH3:28])[CH3:27])=[O:24])[CH2:18]4)=[O:16])[C:8]=3[O:7]1)[CH2:6][CH2:5][CH2:4][CH2:3][CH2:2]2. (3) Given the product [CH3:1][C:2]1[CH:7]=[C:6]([CH3:8])[CH:5]=[CH:4][C:3]=1[CH:9]([NH:16][C:17](=[O:38])[CH2:18][C:19]1[CH:20]=[CH:21][C:22]2[O:26][C:25]([C:27]3[C:28]([C:33]([OH:35])=[O:34])=[N:29][O:30][C:31]=3[CH3:32])=[CH:24][C:23]=2[CH:37]=1)[C:10]1[CH:15]=[CH:14][CH:13]=[CH:12][CH:11]=1, predict the reactants needed to synthesize it. The reactants are: [CH3:1][C:2]1[CH:7]=[C:6]([CH3:8])[CH:5]=[CH:4][C:3]=1[CH:9]([NH:16][C:17](=[O:38])[CH2:18][C:19]1[CH:20]=[CH:21][C:22]2[O:26][C:25]([C:27]3[C:28]([C:33]([O:35]C)=[O:34])=[N:29][O:30][C:31]=3[CH3:32])=[CH:24][C:23]=2[CH:37]=1)[C:10]1[CH:15]=[CH:14][CH:13]=[CH:12][CH:11]=1.C(OCC#N)(C)C. (4) Given the product [CH:39]([O:38][CH2:37][CH2:36][NH:35][S:29]([NH:32][C:33](=[O:34])[O:27][CH2:26]/[CH:25]=[CH:24]/[C:14]1[CH:15]=[CH:16][C:17]([O:19][CH2:20][CH2:21][O:22][CH3:23])=[CH:18][C:13]=1[O:12][C:3]1[C:2]([Cl:1])=[CH:7][C:6]([C:8]([F:9])([F:11])[F:10])=[CH:5][N:4]=1)(=[O:31])=[O:30])([CH3:41])[CH3:40], predict the reactants needed to synthesize it. The reactants are: [Cl:1][C:2]1[C:3]([O:12][C:13]2[CH:18]=[C:17]([O:19][CH2:20][CH2:21][O:22][CH3:23])[CH:16]=[CH:15][C:14]=2/[CH:24]=[CH:25]/[CH2:26][OH:27])=[N:4][CH:5]=[C:6]([C:8]([F:11])([F:10])[F:9])[CH:7]=1.Cl[S:29]([N:32]=[C:33]=[O:34])(=[O:31])=[O:30].[NH2:35][CH2:36][CH2:37][O:38][CH:39]([CH3:41])[CH3:40].Cl. (5) Given the product [ClH:46].[CH:1]1([O:7][C:8]2[CH:9]=[C:10]([C:21]3[CH:22]=[CH:23][C:24]([CH2:27][CH2:28][NH:29][CH2:37][C@H:38]([OH:45])[C:39]4[CH:40]=[CH:41][CH:42]=[CH:43][CH:44]=4)=[CH:25][CH:26]=3)[CH:11]=[CH:12][C:13]=2[C:14]([NH:16][S:17]([CH3:20])(=[O:18])=[O:19])=[O:15])[CH2:2][CH2:3][CH2:4][CH2:5][CH2:6]1, predict the reactants needed to synthesize it. The reactants are: [CH:1]1([O:7][C:8]2[CH:9]=[C:10]([C:21]3[CH:26]=[CH:25][C:24]([CH2:27][CH2:28][N:29]([CH2:37][C@H:38]([OH:45])[C:39]4[CH:44]=[CH:43][CH:42]=[CH:41][CH:40]=4)C(=O)OC(C)(C)C)=[CH:23][CH:22]=3)[CH:11]=[CH:12][C:13]=2[C:14]([NH:16][S:17]([CH3:20])(=[O:19])=[O:18])=[O:15])[CH2:6][CH2:5][CH2:4][CH2:3][CH2:2]1.[ClH:46].